From a dataset of Forward reaction prediction with 1.9M reactions from USPTO patents (1976-2016). Predict the product of the given reaction. (1) Given the reactants [C:1]([S:5][C:6]1[C:14]2[C:9](=[CH:10][CH:11]=[C:12]([O:15][CH2:16][C:17]3[CH:22]=[CH:21][CH:20]=[CH:19][N:18]=3)[CH:13]=2)[N:8]([CH2:23][C:24]2[CH:33]=[CH:32][C:27]([C:28]([NH:30][NH2:31])=[O:29])=[CH:26][CH:25]=2)[C:7]=1[CH2:34][C:35]([CH3:38])([CH3:37])[CH3:36])([CH3:4])([CH3:3])[CH3:2].[CH2:39]=[NH:40], predict the reaction product. The product is: [C:1]([S:5][C:6]1[C:14]2[C:9](=[CH:10][CH:11]=[C:12]([O:15][CH2:16][C:17]3[CH:22]=[CH:21][CH:20]=[CH:19][N:18]=3)[CH:13]=2)[N:8]([CH2:23][C:24]2[CH:25]=[CH:26][C:27]([C:28]3[O:29][C:39]([NH2:40])=[N:31][N:30]=3)=[CH:32][CH:33]=2)[C:7]=1[CH2:34][C:35]([CH3:38])([CH3:37])[CH3:36])([CH3:4])([CH3:3])[CH3:2]. (2) Given the reactants [Cl-].[NH4+].[C:3]1([C:20]2[CH:25]=[CH:24][CH:23]=[CH:22][CH:21]=2)[CH:8]=[CH:7][C:6]([C:9]2[N:14]=[C:13]([NH2:15])[C:12]([N+:16]([O-])=O)=[CH:11][C:10]=2[Cl:19])=[CH:5][CH:4]=1.C(O)C, predict the reaction product. The product is: [C:3]1([C:20]2[CH:25]=[CH:24][CH:23]=[CH:22][CH:21]=2)[CH:8]=[CH:7][C:6]([C:9]2[N:14]=[C:13]([NH2:15])[C:12]([NH2:16])=[CH:11][C:10]=2[Cl:19])=[CH:5][CH:4]=1. (3) Given the reactants [Br:1][C:2]1[CH:7]=[CH:6][C:5]([C:8]([C:10]2[CH:15]=[CH:14][C:13]([OH:16])=[CH:12][CH:11]=2)=O)=[CH:4][C:3]=1[F:17].[C:18]1(=O)[CH2:24][CH2:23][CH2:22][CH2:21][CH2:20][CH2:19]1, predict the reaction product. The product is: [Br:1][C:2]1[CH:7]=[CH:6][C:5]([C:8](=[C:18]2[CH2:24][CH2:23][CH2:22][CH2:21][CH2:20][CH2:19]2)[C:10]2[CH:15]=[CH:14][C:13]([OH:16])=[CH:12][CH:11]=2)=[CH:4][C:3]=1[F:17]. (4) Given the reactants Br[C:2]1[CH:9]=[CH:8][CH:7]=[CH:6][C:3]=1[C:4]#[N:5].[F:10][C:11]1[CH:16]=[CH:15][C:14]([N+:17]([O-:19])=[O:18])=[CH:13][C:12]=1B1OC(C)(C)C(C)(C)O1, predict the reaction product. The product is: [F:10][C:11]1[CH:16]=[CH:15][C:14]([N+:17]([O-:19])=[O:18])=[CH:13][C:12]=1[C:2]1[C:3]([C:4]#[N:5])=[CH:6][CH:7]=[CH:8][CH:9]=1. (5) Given the reactants [NH4+:1].[Cl-].C[Al](C)C.[C:7]([C:9]1[CH:10]=[CH:11][C:12]([CH3:32])=[C:13]([NH:15][C:16](=[O:31])[C:17]2[CH:22]=[CH:21][C:20]([O:23][CH2:24][C:25]3[CH:30]=[CH:29][CH:28]=[CH:27][N:26]=3)=[CH:19][CH:18]=2)[CH:14]=1)#[N:8], predict the reaction product. The product is: [C:7]([C:9]1[CH:10]=[CH:11][C:12]([CH3:32])=[C:13]([NH:15][C:16](=[O:31])[C:17]2[CH:22]=[CH:21][C:20]([O:23][CH2:24][C:25]3[CH:30]=[CH:29][CH:28]=[CH:27][N:26]=3)=[CH:19][CH:18]=2)[CH:14]=1)(=[NH:1])[NH2:8]. (6) Given the reactants [OH-].[Na+].[Cl:3][C:4]1[CH:26]=[CH:25][C:7]([CH2:8][NH:9][C:10]([C:12]2[C:13](=[O:24])[C:14]3[CH:21]=[C:20]([CH2:22]Cl)[O:19][C:15]=3[N:16]([CH3:18])[CH:17]=2)=[O:11])=[CH:6][CH:5]=1.C(=O)(O)[O-:28].[Na+].O, predict the reaction product. The product is: [Cl:3][C:4]1[CH:26]=[CH:25][C:7]([CH2:8][NH:9][C:10]([C:12]2[C:13](=[O:24])[C:14]3[CH:21]=[C:20]([CH2:22][OH:28])[O:19][C:15]=3[N:16]([CH3:18])[CH:17]=2)=[O:11])=[CH:6][CH:5]=1. (7) Given the reactants I[C:2]1[CH:3]=[C:4]2[C:9](=[CH:10][CH:11]=1)[N:8]=[CH:7][NH:6][C:5]2=[O:12].[Cu][C:14]#[N:15], predict the reaction product. The product is: [C:14]([C:2]1[CH:3]=[C:4]2[C:9](=[CH:10][CH:11]=1)[N:8]=[CH:7][NH:6][C:5]2=[O:12])#[N:15].